This data is from Full USPTO retrosynthesis dataset with 1.9M reactions from patents (1976-2016). The task is: Predict the reactants needed to synthesize the given product. (1) Given the product [Br:7][C:8]1[CH:9]=[CH:10][C:11]([F:21])=[C:12]([C:14]2[CH:18]3[CH:17]([CH2:19]3)[O:16][N:15]=2)[CH:13]=1, predict the reactants needed to synthesize it. The reactants are: CC(C)([O-])C.[K+].[Br:7][C:8]1[CH:9]=[CH:10][C:11]([F:21])=[C:12]([C:14]2[CH2:18][CH:17]([CH2:19]Cl)[O:16][N:15]=2)[CH:13]=1. (2) Given the product [NH:34]1[C:35]2[C:31](=[C:30]([C:2]3[N:3]=[C:4]([N:16]4[CH2:21][CH2:20][O:19][CH2:18][CH2:17]4)[C:5]4[S:10][C:9]([NH:11][C:12](=[O:15])[CH2:13][CH3:14])=[CH:8][C:6]=4[N:7]=3)[CH:38]=[CH:37][CH:36]=2)[CH:32]=[N:33]1, predict the reactants needed to synthesize it. The reactants are: Cl[C:2]1[N:3]=[C:4]([N:16]2[CH2:21][CH2:20][O:19][CH2:18][CH2:17]2)[C:5]2[S:10][C:9]([NH:11][C:12](=[O:15])[CH2:13][CH3:14])=[CH:8][C:6]=2[N:7]=1.CC1(C)C(C)(C)OB([C:30]2[CH:38]=[CH:37][CH:36]=[C:35]3[C:31]=2[CH:32]=[N:33][NH:34]3)O1. (3) Given the product [O:6]=[C:5]1[O:7][CH2:3][C:2]([C:1]([O-:9])=[O:8])=[CH:4]1.[Na+:16], predict the reactants needed to synthesize it. The reactants are: [C:1]([OH:9])(=[O:8])[C:2]([CH2:4][C:5]([OH:7])=[O:6])=[CH2:3].BrBr.C(=O)([O-])O.[Na+:16].C(=O)([O-])[O-].[Na+].[Na+]. (4) The reactants are: [CH3:1][C:2]([CH3:49])([CH3:48])[C@H:3]([NH:43][C:44](=[O:47])[O:45][CH3:46])[C:4](=[O:42])[N:5]1[CH2:9][CH2:8][CH2:7][C@H:6]1[C:10](=[O:41])[NH:11][C:12]1[CH:17]=[CH:16][C:15]([CH2:18][N:19]([C:35]2[CH:40]=[CH:39][CH:38]=[CH:37][CH:36]=2)[CH2:20][C:21]2[CH:26]=[CH:25][C:24]([NH:27][C:28]([C@@H:30]3[CH2:34][CH2:33][CH2:32][NH:31]3)=[O:29])=[CH:23][CH:22]=2)=[CH:14][CH:13]=1.[CH3:50][O:51][C:52]([NH:54][C@@H:55]([C@H:59]1[CH2:63][CH2:62][O:61][CH2:60]1)[C:56](O)=[O:57])=[O:53]. Given the product [CH3:46][O:45][C:44]([NH:43][C@H:3]([C:4]([N:5]1[CH2:9][CH2:8][CH2:7][C@H:6]1[C:10]([NH:11][C:12]1[CH:13]=[CH:14][C:15]([CH2:18][N:19]([CH2:20][C:21]2[CH:26]=[CH:25][C:24]([NH:27][C:28](=[O:29])[C@@H:30]3[CH2:34][CH2:33][CH2:32][N:31]3[C:56](=[O:57])[C@@H:55]([NH:54][C:52]([O:51][CH3:50])=[O:53])[C@H:59]3[CH2:63][CH2:62][O:61][CH2:60]3)=[CH:23][CH:22]=2)[C:35]2[CH:36]=[CH:37][CH:38]=[CH:39][CH:40]=2)=[CH:16][CH:17]=1)=[O:41])=[O:42])[C:2]([CH3:49])([CH3:48])[CH3:1])=[O:47], predict the reactants needed to synthesize it. (5) Given the product [CH3:6][O:7][CH2:8][CH:9]([O:13][S:2]([CH3:1])(=[O:4])=[O:3])[CH2:10][O:11][CH3:12], predict the reactants needed to synthesize it. The reactants are: [CH3:1][S:2](Cl)(=[O:4])=[O:3].[CH3:6][O:7][CH2:8][CH:9]([OH:13])[CH2:10][O:11][CH3:12].C(N(CC)CC)C. (6) Given the product [F:21][C:11]1[C:12]([O:19][CH3:20])=[CH:13][C:14]([O:17][CH3:18])=[C:15]([F:16])[C:10]=1[CH2:9][O:8][C:5]1[CH:4]=[N:3][C:2]([NH:27][C:26]2[CH:28]=[CH:29][C:30]([N:31]3[CH2:36][CH2:35][CH:34]([N:37]4[CH2:38][CH2:39][N:40]([CH3:43])[CH2:41][CH2:42]4)[CH2:33][CH2:32]3)=[C:24]([O:23][CH3:22])[CH:25]=2)=[N:7][CH:6]=1, predict the reactants needed to synthesize it. The reactants are: Cl[C:2]1[N:7]=[CH:6][C:5]([O:8][CH2:9][C:10]2[C:15]([F:16])=[C:14]([O:17][CH3:18])[CH:13]=[C:12]([O:19][CH3:20])[C:11]=2[F:21])=[CH:4][N:3]=1.[CH3:22][O:23][C:24]1[CH:25]=[C:26]([CH:28]=[CH:29][C:30]=1[N:31]1[CH2:36][CH2:35][CH:34]([N:37]2[CH2:42][CH2:41][N:40]([CH3:43])[CH2:39][CH2:38]2)[CH2:33][CH2:32]1)[NH2:27].C(=O)([O-])[O-].[Cs+].[Cs+].O1CCOCC1.